Dataset: Catalyst prediction with 721,799 reactions and 888 catalyst types from USPTO. Task: Predict which catalyst facilitates the given reaction. (1) Reactant: [F:1][C:2]1[CH:7]=[CH:6][CH:5]=[C:4]([F:8])[C:3]=1[C:9]1[CH:10]=[C:11]2[C:15](=[CH:16][CH:17]=1)[NH:14][N:13]=[C:12]2[I:18].[O:19]1[CH:24]=[CH:23][CH2:22][CH2:21][CH2:20]1.O. Product: [F:1][C:2]1[CH:7]=[CH:6][CH:5]=[C:4]([F:8])[C:3]=1[C:9]1[CH:10]=[C:11]2[C:15](=[CH:16][CH:17]=1)[N:14]([CH:20]1[CH2:21][CH2:22][CH2:23][CH2:24][O:19]1)[N:13]=[C:12]2[I:18]. The catalyst class is: 1. (2) Reactant: C(O)(=O)C.[C:5]([C:8]1[N:13]=[CH:12][C:11]([NH:14][C:15](=[O:17])[CH3:16])=[CH:10][CH:9]=1)(=[NH:7])[NH2:6].C([O:20][C:21](=O)[CH:22]([Cl:26])[C:23]([CH3:25])=O)C.C(=O)([O-])[O-].[Na+].[Na+]. Product: [Cl:26][C:22]1[C:21]([OH:20])=[N:7][C:5]([C:8]2[N:13]=[CH:12][C:11]([NH:14][C:15](=[O:17])[CH3:16])=[CH:10][CH:9]=2)=[N:6][C:23]=1[CH3:25]. The catalyst class is: 97. (3) Reactant: [CH:1]1([CH2:4][O:5][C:6]2[CH:14]=[CH:13][C:9]([C:10]([OH:12])=O)=[CH:8][CH:7]=2)[CH2:3][CH2:2]1.[C:15]([NH:18][C@@H:19]([CH3:43])[CH2:20][O:21][C:22]1[CH:27]=[C:26]([S:28][CH2:29][CH2:30][C:31]([O:33][CH2:34][CH:35]([CH2:40][CH3:41])[CH2:36][CH2:37][CH2:38][CH3:39])=[O:32])[C:25]([NH2:42])=[CH:24][N:23]=1)(=[O:17])[CH3:16].CN(C(ON1N=NC2C=CC=NC1=2)=[N+](C)C)C.F[P-](F)(F)(F)(F)F.C(N(CC)C(C)C)(C)C. Product: [C:15]([NH:18][C@@H:19]([CH3:43])[CH2:20][O:21][C:22]1[CH:27]=[C:26]([S:28][CH2:29][CH2:30][C:31]([O:33][CH2:34][CH:35]([CH2:40][CH3:41])[CH2:36][CH2:37][CH2:38][CH3:39])=[O:32])[C:25]([NH:42][C:10](=[O:12])[C:9]2[CH:8]=[CH:7][C:6]([O:5][CH2:4][CH:1]3[CH2:2][CH2:3]3)=[CH:14][CH:13]=2)=[CH:24][N:23]=1)(=[O:17])[CH3:16]. The catalyst class is: 136. (4) Reactant: Br[C:2]1[CH:7]=[CH:6][C:5]([S:8][CH3:9])=[C:4]([F:10])[CH:3]=1.[B:11](OC(C)C)([O:16]C(C)C)[O:12]C(C)C.[OH-].[K+]. Product: [F:10][C:4]1[CH:3]=[C:2]([B:11]([OH:16])[OH:12])[CH:7]=[CH:6][C:5]=1[S:8][CH3:9]. The catalyst class is: 1.